Task: Regression. Given two drug SMILES strings and cell line genomic features, predict the synergy score measuring deviation from expected non-interaction effect.. Dataset: NCI-60 drug combinations with 297,098 pairs across 59 cell lines (1) Drug 1: C1=CC=C(C=C1)NC(=O)CCCCCCC(=O)NO. Drug 2: CCN(CC)CCCC(C)NC1=C2C=C(C=CC2=NC3=C1C=CC(=C3)Cl)OC. Cell line: NCI-H226. Synergy scores: CSS=13.1, Synergy_ZIP=-7.64, Synergy_Bliss=-4.25, Synergy_Loewe=-3.10, Synergy_HSA=-1.77. (2) Drug 1: CC1=C(C(CCC1)(C)C)C=CC(=CC=CC(=CC(=O)O)C)C. Drug 2: C1=NC(=NC(=O)N1C2C(C(C(O2)CO)O)O)N. Cell line: NCI-H522. Synergy scores: CSS=31.3, Synergy_ZIP=-4.56, Synergy_Bliss=2.24, Synergy_Loewe=-27.0, Synergy_HSA=2.13. (3) Cell line: UO-31. Synergy scores: CSS=8.38, Synergy_ZIP=-7.80, Synergy_Bliss=-8.02, Synergy_Loewe=-20.3, Synergy_HSA=-5.58. Drug 2: CCC1(C2=C(COC1=O)C(=O)N3CC4=CC5=C(C=CC(=C5CN(C)C)O)N=C4C3=C2)O.Cl. Drug 1: C1CC(=O)NC(=O)C1N2C(=O)C3=CC=CC=C3C2=O. (4) Drug 1: CN1C2=C(C=C(C=C2)N(CCCl)CCCl)N=C1CCCC(=O)O.Cl. Drug 2: CN(CCCl)CCCl.Cl. Cell line: SK-MEL-28. Synergy scores: CSS=9.12, Synergy_ZIP=0.105, Synergy_Bliss=1.03, Synergy_Loewe=-2.98, Synergy_HSA=-0.384. (5) Drug 1: C1C(C(OC1N2C=C(C(=O)NC2=O)F)CO)O. Drug 2: C1CNP(=O)(OC1)N(CCCl)CCCl. Cell line: KM12. Synergy scores: CSS=24.8, Synergy_ZIP=-0.568, Synergy_Bliss=-2.09, Synergy_Loewe=-24.9, Synergy_HSA=-2.42. (6) Drug 1: CC1C(C(CC(O1)OC2CC(CC3=C2C(=C4C(=C3O)C(=O)C5=C(C4=O)C(=CC=C5)OC)O)(C(=O)C)O)N)O.Cl. Drug 2: CC1=C(C(CCC1)(C)C)C=CC(=CC=CC(=CC(=O)O)C)C. Cell line: 786-0. Synergy scores: CSS=22.7, Synergy_ZIP=-6.54, Synergy_Bliss=4.09, Synergy_Loewe=-15.7, Synergy_HSA=2.74. (7) Drug 1: CC1OCC2C(O1)C(C(C(O2)OC3C4COC(=O)C4C(C5=CC6=C(C=C35)OCO6)C7=CC(=C(C(=C7)OC)O)OC)O)O. Drug 2: CCC1(C2=C(COC1=O)C(=O)N3CC4=CC5=C(C=CC(=C5CN(C)C)O)N=C4C3=C2)O.Cl. Cell line: SW-620. Synergy scores: CSS=39.7, Synergy_ZIP=-10.4, Synergy_Bliss=-8.79, Synergy_Loewe=-8.11, Synergy_HSA=-4.96. (8) Drug 1: C1=NC2=C(N=C(N=C2N1C3C(C(C(O3)CO)O)F)Cl)N. Drug 2: COCCOC1=C(C=C2C(=C1)C(=NC=N2)NC3=CC=CC(=C3)C#C)OCCOC.Cl. Cell line: PC-3. Synergy scores: CSS=5.90, Synergy_ZIP=-1.41, Synergy_Bliss=0.562, Synergy_Loewe=-2.90, Synergy_HSA=-2.77.